This data is from Catalyst prediction with 721,799 reactions and 888 catalyst types from USPTO. The task is: Predict which catalyst facilitates the given reaction. (1) Reactant: [CH2:1]([N:5]1[C:9]([CH2:10]O)=[C:8]([C:12]2[CH:17]=[CH:16][CH:15]=[CH:14][CH:13]=2)[NH:7][CH:6]1[I:18])[CH2:2][CH2:3][CH3:4].O=S(Cl)Cl.C(N1C(C[N:33](CC2C=CC3OCCOC=3C=2)[CH2:34][C:35]2[CH:40]=[CH:39][CH:38]=[C:37]([O:41][CH2:42][CH3:43])[CH:36]=2)=C(Cl)N=C1N1CCOCC1)CCC.C(ONCC1C=CC=CC=1)C.C([O-])([O-])=O.[K+].[K+]. Product: [CH2:1]([N:5]1[C:9]([CH2:10][NH:33][CH2:34][C:35]2[CH:40]=[CH:39][CH:38]=[C:37]([O:41][CH2:42][CH3:43])[CH:36]=2)=[C:8]([C:12]2[CH:17]=[CH:16][CH:15]=[CH:14][CH:13]=2)[NH:7][CH:6]1[I:18])[CH2:2][CH2:3][CH3:4]. The catalyst class is: 59. (2) Reactant: Br[C:2]1[C:7]2[O:8][CH2:9][CH2:10][N:11]([C:12]([O:14][C:15]([CH3:18])([CH3:17])[CH3:16])=[O:13])[C:6]=2[CH:5]=[C:4]([C:19]([F:22])([F:21])[F:20])[CH:3]=1.CC1(C)C(C)(C)OB([C:31]2[O:35][C:34]([Si](C(C)C)(C(C)C)C(C)C)=[N:33][CH:32]=2)O1.C(=O)([O-])[O-].[K+].[K+].COCCOC. Product: [O:35]1[C:31]([C:2]2[C:7]3[O:8][CH2:9][CH2:10][N:11]([C:12]([O:14][C:15]([CH3:18])([CH3:17])[CH3:16])=[O:13])[C:6]=3[CH:5]=[C:4]([C:19]([F:22])([F:21])[F:20])[CH:3]=2)=[CH:32][N:33]=[CH:34]1. The catalyst class is: 103. (3) Reactant: [CH3:1][C@H:2]1[CH2:7][O:6][CH2:5][CH2:4][N:3]1[C:8]1[CH:13]=[C:12]([CH2:14][S:15]([CH3:18])(=[O:17])=[O:16])[N:11]=[C:10]([C:19]2[S:23][C:22]([NH2:24])=[N:21][CH:20]=2)[N:9]=1.C(=O)([O-])O.[Na+].Cl[C:31]([O:33][C:34]1[CH:39]=[CH:38][CH:37]=[CH:36][CH:35]=1)=[O:32]. Product: [CH3:1][C@H:2]1[CH2:7][O:6][CH2:5][CH2:4][N:3]1[C:8]1[CH:13]=[C:12]([CH2:14][S:15]([CH3:18])(=[O:17])=[O:16])[N:11]=[C:10]([C:19]2[S:23][C:22]([NH:24][C:31](=[O:32])[O:33][C:34]3[CH:39]=[CH:38][CH:37]=[CH:36][CH:35]=3)=[N:21][CH:20]=2)[N:9]=1. The catalyst class is: 12. (4) Reactant: [NH2:1][CH2:2][C:3]1[C:8]([CH2:9][CH3:10])=[N:7][C:6]2[N:11]([CH2:14][CH3:15])[N:12]=[CH:13][C:5]=2[C:4]=1[NH:16][CH:17]1[CH2:22][CH2:21][O:20][CH2:19][CH2:18]1.[C:23]([NH:26][C:27]1[CH:35]=[CH:34][C:30]([C:31](Cl)=[O:32])=[CH:29][CH:28]=1)(=[O:25])[CH3:24].CCN(C(C)C)C(C)C. Product: [C:23]([NH:26][C:27]1[CH:35]=[CH:34][C:30]([C:31]([NH:1][CH2:2][C:3]2[C:4]([NH:16][CH:17]3[CH2:18][CH2:19][O:20][CH2:21][CH2:22]3)=[C:5]3[CH:13]=[N:12][N:11]([CH2:14][CH3:15])[C:6]3=[N:7][C:8]=2[CH2:9][CH3:10])=[O:32])=[CH:29][CH:28]=1)(=[O:25])[CH3:24]. The catalyst class is: 245.